From a dataset of Full USPTO retrosynthesis dataset with 1.9M reactions from patents (1976-2016). Predict the reactants needed to synthesize the given product. (1) Given the product [NH2:7][C:8]1[CH:18]=[C:12]([CH2:13][OH:14])[CH:11]=[C:10]([O:23][CH3:22])[CH:9]=1, predict the reactants needed to synthesize it. The reactants are: [H-].[Al+3].[Li+].[H-].[H-].[H-].[NH2:7][C:8]1[CH:9]=[CH:10][C:11](Cl)=[C:12]([CH:18]=1)[C:13](OCC)=[O:14].C1C[O:23][CH2:22]C1. (2) Given the product [C:35]([N:23]1[CH2:22][CH2:21][CH:20]([O:19][C:12]2[C:11]3[C:16](=[CH:17][CH:18]=[C:9](/[CH:8]=[C:4]4/[C:5](=[O:7])[N:6]=[C:2]([NH2:1])[S:3]/4)[CH:10]=3)[N:15]=[CH:14][CH:13]=2)[CH2:25][CH2:24]1)(=[O:37])[CH3:36].[C:32]([N:29]1[CH2:26][CH2:28][CH:20]([O:19][C:12]2[C:11]3[C:16](=[CH:17][CH:18]=[C:9](/[CH:8]=[C:4]4/[C:5](=[O:7])[N:6]=[C:2]([NH:1][C:35](=[O:37])[CH3:36])[S:3]/4)[CH:10]=3)[N:15]=[CH:14][CH:13]=2)[CH2:31][CH2:30]1)(=[O:42])[CH3:34], predict the reactants needed to synthesize it. The reactants are: [NH2:1][C:2]1[S:3]/[C:4](=[CH:8]\[C:9]2[CH:10]=[C:11]3[C:16](=[CH:17][CH:18]=2)[N:15]=[CH:14][CH:13]=[C:12]3[O:19][CH:20]2[CH2:25][CH2:24][NH:23][CH2:22][CH2:21]2)/[C:5](=[O:7])[N:6]=1.[CH:26]([N:29]([CH:32]([CH3:34])C)[CH2:30][CH3:31])([CH3:28])C.[C:35](Cl)(=[O:37])[CH3:36].CN(C)C=[O:42]. (3) The reactants are: [Cl:1][C:2]1[CH:3]=[N:4][C:5]2[N:6]([N:8]=[C:9]([C:11]([OH:13])=O)[CH:10]=2)[CH:7]=1.CN(C(ON1N=NC2C=CC=NC1=2)=[N+](C)C)C.F[P-](F)(F)(F)(F)F.CCN(C(C)C)C(C)C.[CH:47]([C:50]1[S:51][C:52]2[CH2:58][CH2:57][NH:56][CH2:55][CH2:54][C:53]=2[N:59]=1)([CH3:49])[CH3:48]. Given the product [Cl:1][C:2]1[CH:3]=[N:4][C:5]2[N:6]([N:8]=[C:9]([C:11]([N:56]3[CH2:57][CH2:58][C:52]4[S:51][C:50]([CH:47]([CH3:49])[CH3:48])=[N:59][C:53]=4[CH2:54][CH2:55]3)=[O:13])[CH:10]=2)[CH:7]=1, predict the reactants needed to synthesize it. (4) Given the product [S:19](=[O:21])(=[O:20])([O:8][CH2:7][CH2:6][CH2:5][C:4]#[C:3][Si:2]([CH3:10])([CH3:9])[CH3:1])[NH2:22], predict the reactants needed to synthesize it. The reactants are: [CH3:1][Si:2]([CH3:10])([CH3:9])[C:3]#[C:4][CH2:5][CH2:6][CH2:7][OH:8].CCN(CC)CC.Cl[S:19]([N:22]=C=O)(=[O:21])=[O:20].C(O)=O. (5) Given the product [Cl:1][C:2]1[CH:3]=[C:4]([CH:8]2[C:12]3[NH:13][C:14]([C:16]([OH:18])=[O:17])=[CH:15][C:11]=3[CH2:10][CH2:9]2)[CH:5]=[CH:6][CH:7]=1, predict the reactants needed to synthesize it. The reactants are: [Cl:1][C:2]1[CH:3]=[C:4]([CH:8]2[C:12]3[NH:13][C:14]([C:16]([O:18]C)=[O:17])=[CH:15][C:11]=3[CH2:10][CH2:9]2)[CH:5]=[CH:6][CH:7]=1.[OH-].[Li+].CO. (6) Given the product [Cl:1][C:2]1[C:3]([I:20])=[C:4]2[N:10]=[C:9]([C:11]3[CH:12]=[CH:13][C:14]([C:15]([N:48]4[CH2:53][CH2:52][O:51][CH2:50][CH2:49]4)=[O:17])=[CH:18][CH:19]=3)[NH:8][C:5]2=[N:6][CH:7]=1, predict the reactants needed to synthesize it. The reactants are: [Cl:1][C:2]1[C:3]([I:20])=[C:4]2[N:10]=[C:9]([C:11]3[CH:19]=[CH:18][C:14]([C:15]([OH:17])=O)=[CH:13][CH:12]=3)[NH:8][C:5]2=[N:6][CH:7]=1.[B-](F)(F)(F)F.CN(C(ON1C(=O)CCC1=O)=[N+](C)C)C.C(N(CC)CC)C.[NH:48]1[CH2:53][CH2:52][O:51][CH2:50][CH2:49]1.C(=O)(O)[O-].[Na+].